From a dataset of Catalyst prediction with 721,799 reactions and 888 catalyst types from USPTO. Predict which catalyst facilitates the given reaction. (1) Reactant: [CH2:1]([N:4]1[CH2:9][CH2:8][CH:7]([C:10]2[CH:19]=[CH:18][C:13]([C:14]([O:16]C)=O)=[CH:12][CH:11]=2)[CH2:6][CH2:5]1)[CH:2]=[CH2:3].[CH3:20][O:21][C:22]1[CH:23]=[C:24]([CH2:30][CH2:31][C:32]2[CH:33]=[C:34]([NH2:37])[NH:35][N:36]=2)[CH:25]=[C:26]([O:28][CH3:29])[CH:27]=1.C[Al](C)C. The catalyst class is: 11. Product: [CH3:29][O:28][C:26]1[CH:25]=[C:24]([CH2:30][CH2:31][C:32]2[CH:33]=[C:34]([NH:37][C:14](=[O:16])[C:13]3[CH:12]=[CH:11][C:10]([CH:7]4[CH2:6][CH2:5][N:4]([CH2:1][CH:2]=[CH2:3])[CH2:9][CH2:8]4)=[CH:19][CH:18]=3)[NH:35][N:36]=2)[CH:23]=[C:22]([O:21][CH3:20])[CH:27]=1. (2) Reactant: [Cl:1][C:2]1[N:7]=[C:6]([N:8]2[C:12]([CH3:13])=[CH:11][C:10]([CH3:14])=[N:9]2)[N:5]=[C:4]([NH2:15])[CH:3]=1.[C:16](OC(=O)C)(=[O:18])[CH3:17].O. Product: [Cl:1][C:2]1[N:7]=[C:6]([N:8]2[C:12]([CH3:13])=[CH:11][C:10]([CH3:14])=[N:9]2)[N:5]=[C:4]([NH:15][C:16](=[O:18])[CH3:17])[CH:3]=1. The catalyst class is: 15. (3) Reactant: [CH3:1][O:2][C:3]1[CH:8]=[CH:7][CH:6]=[CH:5][C:4]=1[N:9]1[CH2:14][CH2:13][C:12]([C:18]2[CH:23]=[CH:22][CH:21]=[C:20]([O:24][CH3:25])[CH:19]=2)([C:15](O)=[O:16])[CH2:11][CH2:10]1.C(Cl)(=O)C(Cl)=O.[NH3:32].O. Product: [CH3:1][O:2][C:3]1[CH:8]=[CH:7][CH:6]=[CH:5][C:4]=1[N:9]1[CH2:14][CH2:13][C:12]([C:18]2[CH:23]=[CH:22][CH:21]=[C:20]([O:24][CH3:25])[CH:19]=2)([C:15]([NH2:32])=[O:16])[CH2:11][CH2:10]1. The catalyst class is: 120. (4) The catalyst class is: 1. Product: [Cl:18][C:4]1[C:3]([CH3:19])=[C:2]([B:36]2[O:40][C:39]([CH3:42])([CH3:41])[C:38]([CH3:44])([CH3:43])[O:37]2)[CH:7]=[CH:6][C:5]=1[CH2:8][CH2:9][CH2:10][N:11]1[CH2:16][CH2:15][N:14]([CH3:17])[CH2:13][CH2:12]1. Reactant: Br[C:2]1[CH:7]=[CH:6][C:5]([CH2:8][CH2:9][CH2:10][N:11]2[CH2:16][CH2:15][N:14]([CH3:17])[CH2:13][CH2:12]2)=[C:4]([Cl:18])[C:3]=1[CH3:19].C(=O)=O.CC(C)=O.[Li]CCCC.C(O[B:36]1[O:40][C:39]([CH3:42])([CH3:41])[C:38]([CH3:44])([CH3:43])[O:37]1)(C)C. (5) Reactant: N(C([C:6]1[C:7]([F:27])=[C:8]([CH:23]=[CH:24][C:25]=1[F:26])[CH2:9][N:10]1[CH2:15][CH2:14][N:13]([C:16]([O:18][C:19]([CH3:22])([CH3:21])[CH3:20])=[O:17])[CH2:12][CH2:11]1)=O)=[N+]=[N-].[CH3:28][C:29]1[N:34]=[CH:33][C:32]([NH2:35])=[CH:31][CH:30]=1.C[N:37]([CH:39]=[O:40])C. Product: [F:27][C:7]1[C:6]([NH:37][C:39]([NH:35][C:32]2[CH:33]=[N:34][C:29]([CH3:28])=[CH:30][CH:31]=2)=[O:40])=[C:25]([F:26])[CH:24]=[CH:23][C:8]=1[CH2:9][N:10]1[CH2:15][CH2:14][N:13]([C:16]([O:18][C:19]([CH3:22])([CH3:20])[CH3:21])=[O:17])[CH2:12][CH2:11]1. The catalyst class is: 25.